From a dataset of Peptide-MHC class I binding affinity with 185,985 pairs from IEDB/IMGT. Regression. Given a peptide amino acid sequence and an MHC pseudo amino acid sequence, predict their binding affinity value. This is MHC class I binding data. The peptide sequence is FMDPGIFPR. The MHC is HLA-A69:01 with pseudo-sequence HLA-A69:01. The binding affinity (normalized) is 0.0847.